The task is: Predict the reactants needed to synthesize the given product.. This data is from Retrosynthesis with 50K atom-mapped reactions and 10 reaction types from USPTO. (1) Given the product CCC(=O)c1ccc2c(c1)CCC(C)S2, predict the reactants needed to synthesize it. The reactants are: CC1CCc2ccccc2S1.CCC(=O)Cl. (2) Given the product Cc1ccc2c(Nc3cc(COc4ccc(Br)cc4)ccc3Sc3ccc(O)cc3)ccnc2n1, predict the reactants needed to synthesize it. The reactants are: Cc1ccc2c(Cl)ccnc2n1.Nc1cc(COc2ccc(Br)cc2)ccc1Sc1ccc(O)cc1. (3) Given the product COc1cc2nccc(Oc3ccc(NC(=O)NC4CCNCC4)cc3)c2cc1OC, predict the reactants needed to synthesize it. The reactants are: COc1cc2nccc(Oc3ccc(NC(=O)NC4CCN(Cc5ccccc5)CC4)cc3)c2cc1OC. (4) Given the product COc1ccc(C(=O)Nc2c(O)cccc2[N+](=O)[O-])cc1, predict the reactants needed to synthesize it. The reactants are: COc1ccc(C(=O)Cl)cc1.Nc1c(O)cccc1[N+](=O)[O-]. (5) The reactants are: CCS(=O)(=O)c1cccc(-c2cc(C(=O)OC)c(C)c3[nH]c4ncc(C)cc4c23)c1. Given the product CCS(=O)(=O)c1cccc(-c2cc(C(=O)O)c(C)c3[nH]c4ncc(C)cc4c23)c1, predict the reactants needed to synthesize it. (6) Given the product COc1cc(CCN2CCN(C)CC2)ccc1Nc1nccc(-c2c(-c3cccc(C(=O)Nc4c(F)cccc4F)c3)nc3ccccn23)n1, predict the reactants needed to synthesize it. The reactants are: COc1cc(CCN2CCN(C)CC2)ccc1N.O=C(Nc1c(F)cccc1F)c1cccc(-c2nc3ccccn3c2-c2ccnc(Cl)n2)c1. (7) The reactants are: CC=O.COc1ccc(CN2C(=O)C[C@H]2[C@@H]2COC(C)(C)O2)c(OC)c1. Given the product COc1ccc(CN2C(=O)[C@H]([C@@H](C)O)[C@H]2[C@@H]2COC(C)(C)O2)c(OC)c1, predict the reactants needed to synthesize it. (8) Given the product CCOC(=O)C(Cc1ccc(OCc2ccccc2)cc1)OCC, predict the reactants needed to synthesize it. The reactants are: CCI.CCOC(=O)C(O)Cc1ccc(OCc2ccccc2)cc1. (9) Given the product CNc1cc(-c2cccnc2Nc2c(C)ccc3c(Nc4ccc5sc(C)nc5c4)nccc23)ncn1, predict the reactants needed to synthesize it. The reactants are: CNc1cc(-c2cccnc2F)ncn1.Cc1nc2cc(Nc3nccc4c(N)c(C)ccc34)ccc2s1. (10) Given the product COC(=O)C(Cc1ccc(OC)c(COC(=O)Nc2ccc(C)cc2)c1)C(=O)OC, predict the reactants needed to synthesize it. The reactants are: COC(=O)C(Cc1ccc(OC)c(CO)c1)C(=O)OC.Cc1ccc(N=C=O)cc1.